Predict the reactants needed to synthesize the given product. From a dataset of Full USPTO retrosynthesis dataset with 1.9M reactions from patents (1976-2016). (1) Given the product [CH2:20]([C:7]1[CH:6]=[C:5]([C:8]([C:11]2[CH:12]=[CH:13][C:14]([OH:17])=[C:15]([CH2:26][CH:25]=[CH2:33])[CH:16]=2)([CH3:10])[CH3:9])[CH:4]=[CH:3][C:2]=1[OH:1])[CH:19]=[CH2:18], predict the reactants needed to synthesize it. The reactants are: [OH:1][C:2]1[CH:7]=[CH:6][C:5]([C:8]([C:11]2[CH:16]=[CH:15][C:14]([OH:17])=[CH:13][CH:12]=2)([CH3:10])[CH3:9])=[CH:4][CH:3]=1.[CH2:18](OCC=C)[CH:19]=[CH2:20].[C:25]1(C2C(=CC=CC=2)C([O-])=O)[C:26](=CC=C[CH:33]=1)C([O-])=O.C(Cl)C=C. (2) Given the product [Cl:1][C:2]1[CH:6]=[C:5]([C:7]([O:9][CH3:10])=[O:8])[N:4]([C:11]2[CH:12]=[N:13][CH:14]=[CH:15][CH:16]=2)[N:3]=1, predict the reactants needed to synthesize it. The reactants are: [Cl:1][C:2]1[CH2:6][CH:5]([C:7]([O:9][CH3:10])=[O:8])[N:4]([C:11]2[CH:12]=[N:13][CH:14]=[CH:15][CH:16]=2)[N:3]=1.[N+]([O-])([O-])=O.[Ce+4].[NH4+].[NH4+].[N+]([O-])([O-])=O.[N+]([O-])([O-])=O.[N+]([O-])([O-])=O.[N+]([O-])([O-])=O.[N+]([O-])([O-])=O.O1CCCC1. (3) Given the product [Cl:8][C:9]1[CH:14]=[C:13]([O:7][C:1]2[CH:6]=[CH:5][CH:4]=[CH:3][CH:2]=2)[N:12]=[C:11]([NH2:16])[CH:10]=1, predict the reactants needed to synthesize it. The reactants are: [C:1]1([OH:7])[CH:6]=[CH:5][CH:4]=[CH:3][CH:2]=1.[Cl:8][C:9]1[CH:14]=[C:13](Cl)[N:12]=[C:11]([NH2:16])[CH:10]=1.[H-].[Na+].CS(C)=O. (4) Given the product [CH3:25][N:26]([CH3:53])[C:27]1[CH:28]=[C:29]2[C:34](=[CH:35][CH:36]=1)[C:33](=[O:37])[N:32]([C:38]1[CH:43]=[CH:42][CH:41]=[C:40]([C:2]3[CH:3]=[C:4]([NH:10][C:11]4[CH:16]=[CH:15][C:14]([C:17]([N:19]5[CH2:24][CH2:23][O:22][CH2:21][CH2:20]5)=[O:18])=[CH:13][N:12]=4)[C:5](=[O:9])[N:6]([CH3:8])[CH:7]=3)[CH:39]=1)[CH2:31][CH2:30]2, predict the reactants needed to synthesize it. The reactants are: Br[C:2]1[CH:3]=[C:4]([NH:10][C:11]2[CH:16]=[CH:15][C:14]([C:17]([N:19]3[CH2:24][CH2:23][O:22][CH2:21][CH2:20]3)=[O:18])=[CH:13][N:12]=2)[C:5](=[O:9])[N:6]([CH3:8])[CH:7]=1.[CH3:25][N:26]([CH3:53])[C:27]1[CH:28]=[C:29]2[C:34](=[CH:35][CH:36]=1)[C:33](=[O:37])[N:32]([C:38]1[CH:43]=[CH:42][CH:41]=[C:40](B3OC(C)(C)C(C)(C)O3)[CH:39]=1)[CH2:31][CH2:30]2.C(=O)([O-])[O-].[Na+].[Na+].